Dataset: Forward reaction prediction with 1.9M reactions from USPTO patents (1976-2016). Task: Predict the product of the given reaction. Given the reactants N#N.[C:3]([O:7][C:8]([NH:10][C@H:11]([CH2:15][C:16]1[CH:21]=[CH:20][C:19]([O:22][CH3:23])=[CH:18][CH:17]=1)[C:12](O)=O)=[O:9])([CH3:6])([CH3:5])[CH3:4].C(N1CCOCC1)C.CN(C(O[N:40]1N=[N:47][C:42]2[CH:43]=[CH:44][CH:45]=[CH:46][C:41]1=2)=[N+](C)C)C.[B-](F)(F)(F)F.C1(N)C=CC=CC=1N, predict the reaction product. The product is: [NH:40]1[C:41]2[CH:46]=[CH:45][CH:44]=[CH:43][C:42]=2[N:47]=[C:12]1[C@H:11]([NH:10][C:8](=[O:9])[O:7][C:3]([CH3:6])([CH3:5])[CH3:4])[CH2:15][C:16]1[CH:21]=[CH:20][C:19]([O:22][CH3:23])=[CH:18][CH:17]=1.